This data is from Reaction yield outcomes from USPTO patents with 853,638 reactions. The task is: Predict the reaction yield, written as a fraction of the theoretical maximum amount of product (1.0 means a 100% yield; for example, 0.34 means a 34% yield). (1) The reactants are C([O:8][C:9]1[CH:18]=[C:17]2[C:12]([C:13](=[O:19])[NH:14][CH:15]=[N:16]2)=[CH:11][C:10]=1[O:20][CH3:21])C1C=CC=CC=1.C([O-])=O.[NH4+]. The product is [OH:8][C:9]1[CH:18]=[C:17]2[C:12]([C:13](=[O:19])[NH:14][CH:15]=[N:16]2)=[CH:11][C:10]=1[O:20][CH3:21]. The catalyst is [Pd].CN(C)C=O. The yield is 0.640. (2) The reactants are [S:1]1[CH:5]=[C:4]([C:6]2[N:7]=[CH:8][N:9]([CH2:11][C:12]#[N:13])[CH:10]=2)[N:3]=[CH:2]1.CO[CH:16](OC)[N:17]([CH3:19])[CH3:18]. The catalyst is C(#N)C. The product is [CH3:18][N:17]([CH3:19])/[CH:16]=[C:11](/[N:9]1[CH:10]=[C:6]([C:4]2[N:3]=[CH:2][S:1][CH:5]=2)[N:7]=[CH:8]1)\[C:12]#[N:13]. The yield is 0.650.